Dataset: Catalyst prediction with 721,799 reactions and 888 catalyst types from USPTO. Task: Predict which catalyst facilitates the given reaction. (1) Reactant: [OH:1][C@@H:2]([C@H:4]1[C:37](=[O:38])[N:6]2[C:7]([C:24]([O:26][CH2:27][C:28]3[CH:33]=[CH:32][C:31]([N+:34]([O-:36])=[O:35])=[CH:30][CH:29]=3)=[O:25])=[C:8]([C:11]3[S:15][C:14]4=[C:16]([S:19]([CH2:21][CH2:22][OH:23])=[O:20])[N:17]=[CH:18][N:13]4[CH:12]=3)[C@H:9]([CH3:10])[C@H:5]12)[CH3:3].P([O-])([O-])([O-])=[O:40].[Na+].[Na+].[Na+].[H][H]. Product: [OH:1][C@@H:2]([C@H:4]1[C:37](=[O:38])[N:6]2[C:7]([C:24]([O:26][CH2:27][C:28]3[CH:33]=[CH:32][C:31]([N+:34]([O-:36])=[O:35])=[CH:30][CH:29]=3)=[O:25])=[C:8]([C:11]3[S:15][C:14]4=[C:16]([S:19]([CH2:21][CH2:22][OH:23])(=[O:40])=[O:20])[N:17]=[CH:18][N:13]4[CH:12]=3)[C@H:9]([CH3:10])[C@H:5]12)[CH3:3]. The catalyst class is: 123. (2) Reactant: [Cl:1][C:2]1[CH:3]=[C:4]([OH:8])[CH:5]=[N:6][CH:7]=1.[N+:9]([O-])([OH:11])=[O:10]. Product: [Cl:1][C:2]1[CH:3]=[C:4]([OH:8])[C:5]([N+:9]([O-:11])=[O:10])=[N:6][CH:7]=1. The catalyst class is: 561. (3) Reactant: [CH:1]([C:3]1[CH:12]=[CH:11][C:6]([C:7]([O:9][CH3:10])=[O:8])=[CH:5][N:4]=1)=O.[NH:13]1[CH2:18][CH2:17][O:16][CH2:15][CH2:14]1.[BH-](OC(C)=O)(OC(C)=O)OC(C)=O.[Na+]. Product: [N:13]1([CH2:1][C:3]2[N:4]=[CH:5][C:6]([C:7]([O:9][CH3:10])=[O:8])=[CH:11][CH:12]=2)[CH2:18][CH2:17][O:16][CH2:15][CH2:14]1. The catalyst class is: 2. (4) Reactant: [H-].[H-].[H-].[H-].[Li+].[Al+3].[NH2:7][C@@H:8]1[CH2:13][CH2:12][CH2:11][CH2:10][C@H:9]1[C:14](O)=[O:15].O.[OH-].[Na+]. Product: [NH2:7][C@@H:8]1[CH2:13][CH2:12][CH2:11][CH2:10][C@H:9]1[CH2:14][OH:15]. The catalyst class is: 1.